The task is: Predict the reaction yield, written as a fraction of the theoretical maximum amount of product (1.0 means a 100% yield; for example, 0.34 means a 34% yield).. This data is from Reaction yield outcomes from USPTO patents with 853,638 reactions. (1) The reactants are CCN(C(C)C)C(C)C.[CH3:10][C:11]1[CH:19]=[C:18]([CH3:20])[CH:17]=[CH:16][C:12]=1[C:13]([OH:15])=O.CCN=C=NCCCN(C)C.C1C=CC2N(O)N=NC=2C=1.Cl.[O:43]=[C:44]([N:62]1[CH2:67][CH2:66][NH:65][CH2:64][CH2:63]1)[CH2:45][NH:46][C:47](=[O:61])[C:48]1[CH:53]=[CH:52][C:51]([O:54][C:55]2[CH:60]=[CH:59][CH:58]=[CH:57][CH:56]=2)=[CH:50][CH:49]=1. The catalyst is CN(C=O)C.O. The product is [CH3:10][C:11]1[CH:19]=[C:18]([CH3:20])[CH:17]=[CH:16][C:12]=1[C:13]([N:65]1[CH2:66][CH2:67][N:62]([C:44](=[O:43])[CH2:45][NH:46][C:47](=[O:61])[C:48]2[CH:49]=[CH:50][C:51]([O:54][C:55]3[CH:56]=[CH:57][CH:58]=[CH:59][CH:60]=3)=[CH:52][CH:53]=2)[CH2:63][CH2:64]1)=[O:15]. The yield is 0.560. (2) The reactants are [CH3:1][Mg]Br.Cl[C:5]1[N:10]=[C:9]2[N:11]([CH:16]3[CH2:19][CH2:18][CH2:17]3)[CH:12]=[C:13]([C:14]#[N:15])[C:8]2=[CH:7][CH:6]=1. The catalyst is [Cl-].[Zn+2].[Cl-].C1COCC1. The product is [CH:16]1([N:11]2[C:9]3=[N:10][C:5]([CH3:1])=[CH:6][CH:7]=[C:8]3[C:13]([C:14]#[N:15])=[CH:12]2)[CH2:19][CH2:18][CH2:17]1. The yield is 0.910. (3) The reactants are [Cl:1][C:2]1[N:3]=[N:4][C:5]([Cl:12])=[CH:6][C:7]=1[Si:8]([CH3:11])([CH3:10])[CH3:9].[NH2:13][NH2:14].C1COCC1.C(N(CC)C(C)C)(C)C. No catalyst specified. The product is [Cl:12][C:5]1[N:4]=[N:3][C:2]([NH:13][NH2:14])=[C:7]([Si:8]([CH3:11])([CH3:10])[CH3:9])[CH:6]=1.[Cl:1][C:2]1[N:3]=[N:4][C:5]([NH:13][NH2:14])=[CH:6][C:7]=1[Si:8]([CH3:11])([CH3:10])[CH3:9]. The yield is 0.130. (4) The reactants are [O:1]([CH2:8][CH2:9][OH:10])[C:2]1[CH:7]=[CH:6][CH:5]=[CH:4][CH:3]=1.[CH:11]([C:13]1[CH:18]=[CH:17][C:16]([S:19](Cl)(=[O:21])=[O:20])=[CH:15][CH:14]=1)=[O:12]. The catalyst is N1C=CC=CC=1.O. The product is [O:1]([CH2:8][CH2:9][O:10][S:19]([C:16]1[CH:15]=[CH:14][C:13]([CH:11]=[O:12])=[CH:18][CH:17]=1)(=[O:21])=[O:20])[C:2]1[CH:7]=[CH:6][CH:5]=[CH:4][CH:3]=1. The yield is 0.140.